Dataset: CYP2C9 inhibition data for predicting drug metabolism from PubChem BioAssay. Task: Regression/Classification. Given a drug SMILES string, predict its absorption, distribution, metabolism, or excretion properties. Task type varies by dataset: regression for continuous measurements (e.g., permeability, clearance, half-life) or binary classification for categorical outcomes (e.g., BBB penetration, CYP inhibition). Dataset: cyp2c9_veith. (1) The drug is Cc1ccccc1C(=O)N1CCN(c2ccc([N+](=O)[O-])c(NCc3ccco3)c2)CC1. The result is 1 (inhibitor). (2) The drug is COc1ccccc1-c1cncnc1NCc1cnc(C)cn1. The result is 0 (non-inhibitor).